From a dataset of Experimentally validated miRNA-target interactions with 360,000+ pairs, plus equal number of negative samples. Binary Classification. Given a miRNA mature sequence and a target amino acid sequence, predict their likelihood of interaction. (1) The miRNA is hsa-miR-585-3p with sequence UGGGCGUAUCUGUAUGCUA. The protein sequence of the target gene is MGSPRSALSCLLLHLLVLCLQAQVRSAAQKRGPGAGNPADTLGQGHEDRPFGQRSRAGKNFTNPAPNYPEEGSKEQRDSVLPKVTQRHVREQSLVTDQLSRRLIRTYQLYSRTSGKHVQVLANKRINAMAEDGDPFAKLIVETDTFGSRVRVRGAETGLYICMNKKGKLIAKSNGKGKDCVFTEIVLENNYTALQNAKYEGWYMAFTRKGRPRKGSKTRQHQREVHFMKRLPRGHHTTEQSLRFEFLNYPPFTRSLRGSQRTWAPEPR. Result: 0 (no interaction). (2) The miRNA is mmu-miR-1903 with sequence CCUUCUUCUUCUUCCUGAGACA. The protein sequence of the target gene is MQAPGRGPLGLRLMMPGRRGALREPGGCGSCLGVALALLLLLLPACCPVRAQNDTEPIVLEGKCLVVCDSSPSADGAVTSSLGISVRSGSAKVAFSATRSTNHEPSEMSNRTMTIYFDQVLVNIGNHFDLASSIFVAPRKGIYSFSFHVVKVYNRQTIQVSLMQNGYPVISAFAGDQDVTREAASNGVLLLMEREDKVHLKLERGNLMGGWKYSTFSGFLVFPL. Result: 0 (no interaction). (3) The miRNA is hsa-miR-5196-3p with sequence UCAUCCUCGUCUCCCUCCCAG. The protein sequence of the target gene is MGAPSACRTLVLALAAMLVVPQAETQGPVEPSWENAGHTMDGGAPTSSPTRRVSFVPPVTVFPSLSPLNPAHNGRVCSTWGDFHYKTFDGDVFRFPGLCNYVFSEHCRAAYEDFNVQLRRGLVGSRPVVTRVVIKAQGLVLEASNGSVLINGQREELPYSRTGLLVEQSGDYIKVSIRLVLTFLWNGEDSALLELDPKYANQTCGLCGDFNGLPAFNEFYAHNARLTPLQFGNLQKLDGPTEQCPDPLPLPAGNCTDEEGICHRTLLGPAFAECHALVDSTAYLAACAQDLCRCPTCPCA.... Result: 0 (no interaction). (4) The miRNA is hsa-miR-10a-5p with sequence UACCCUGUAGAUCCGAAUUUGUG. The protein sequence of the target gene is MTIALLGFAIFLLHCATCEKPLEGILSSSAWHFTHSHYNATIYENSSPKTYVESFEKMGIYLAEPQWAVRYRIISGDVANVFKTEEYVVGNFCFLRIRTKSSNTALLNREVRDSYTLIIQATEKTLELEALTRVVVHILDQNDLKPLFSPPSYRVTISEDMPLKSPICKVTATDADLGQNAEFYYAFNTRSEMFAIHPTSGVVTVAGKLNVTWRGKHELQVLAVDRMRKISEGNGFGSLAALVVHVEPALRKPPAIASVVVTPPDSNDGTTYATVLVDANSSGAEVESVEVVGGDPGKHF.... Result: 1 (interaction). (5) The miRNA is rno-miR-98-5p with sequence UGAGGUAGUAAGUUGUAUUGUU. The protein sequence of the target gene is MVAGRSRARSPGSWLFPGLWLLAVGGPGSLLQAQEQPSCKKAFDLYFVLDKSGSVANNWIEIYNFVHQLTERFVSPEMRLSFIVFSSQATIILPLTGDRYKIGKGLEDLKAVKPVGETYIHEGLKLANEQIQNAGGLKASSIIIALTDGKLDGLVPSYAENEAKKSRSLGASVYCVGVLDFEQAQLERIADSKDQVFPVKGGFQALKGIINSILAQSCTEILELSPSSVCVGEKFQVVLTGRAVTSISHDGSVLCTFTANSTYTKSEKPVSIQPSSILCPAPVLNKDGETLEVSISYNDG.... Result: 0 (no interaction). (6) The miRNA is hsa-miR-92b-3p with sequence UAUUGCACUCGUCCCGGCCUCC. The protein sequence of the target gene is MEEADRILIHSLRQAGTAVPPDVQTLRAFTTELVVEAVVRCLRVINPAVGSGLSPLLPLAMSARFRLAMSLAQACMDLGYPLELGYQNFLYPSEPDLRDLLLFLAERLPTDASEDADQPAGDSAILLRAIGSQIRDQLALPWVPPHLRTPKLQHLQGSALQKPFHASRLVVPELSSRGEPREFQASPLLLPVPTQVPQPVGRVASLLEHHALQLCQQTGRDRPGDEDWVHRTSRLPPQEDTRAQRQRLQKQLTEHLRQSWGLLGAPIQARDLGELLQAWGAGAKTGAPKGSRFTHSEKFT.... Result: 1 (interaction).